This data is from Full USPTO retrosynthesis dataset with 1.9M reactions from patents (1976-2016). The task is: Predict the reactants needed to synthesize the given product. (1) Given the product [CH2:11]([O:13][C:2]1[N:7]=[N:6][C:5]([NH2:8])=[C:4]([CH3:9])[C:3]=1[CH3:10])[CH3:12], predict the reactants needed to synthesize it. The reactants are: Cl[C:2]1[N:7]=[N:6][C:5]([NH2:8])=[C:4]([CH3:9])[C:3]=1[CH3:10].[CH2:11]([O-:13])[CH3:12].[Na+].C(O)C. (2) Given the product [Cl:1][C:2]1[CH:7]=[CH:6][C:5]([I:8])=[CH:4][C:3]=1[O:9][CH2:17][C:18]([O:20][C:21]([CH3:24])([CH3:23])[CH3:22])=[O:19], predict the reactants needed to synthesize it. The reactants are: [Cl:1][C:2]1[CH:7]=[CH:6][C:5]([I:8])=[CH:4][C:3]=1[OH:9].C(=O)([O-])[O-].[K+].[K+].Br[CH2:17][C:18]([O:20][C:21]([CH3:24])([CH3:23])[CH3:22])=[O:19].O.